This data is from Full USPTO retrosynthesis dataset with 1.9M reactions from patents (1976-2016). The task is: Predict the reactants needed to synthesize the given product. The reactants are: [OH-].[Na+].F[C:4]1[CH:9]=[CH:8][C:7]([N+:10]([O-:12])=[O:11])=[C:6]([F:13])[C:5]=1[CH3:14].[C:15]([CH2:17][C:18]([O:20][C:21]([CH3:24])([CH3:23])[CH3:22])=[O:19])#[N:16]. Given the product [C:21]([O:20][C:18](=[O:19])[CH:17]([C:15]#[N:16])[C:4]1[CH:9]=[CH:8][C:7]([N+:10]([O-:12])=[O:11])=[C:6]([F:13])[C:5]=1[CH3:14])([CH3:24])([CH3:23])[CH3:22], predict the reactants needed to synthesize it.